From a dataset of Full USPTO retrosynthesis dataset with 1.9M reactions from patents (1976-2016). Predict the reactants needed to synthesize the given product. (1) The reactants are: [C:1]([O:5][C:6]([NH:8][C@@H:9]([CH2:13][CH3:14])[C:10](O)=O)=[O:7])([CH3:4])([CH3:3])[CH3:2].CCN(C(C)C)C(C)C.[OH2:24].[CH2:25]([NH2:29])[CH:26]([CH3:28])[CH3:27].CCN=C=NCCCN(C)C.Cl. Given the product [CH2:25]([NH:29][CH2:10][C@@H:9]([NH:8][C:6](=[O:7])[O:5][C:1]([CH3:4])([CH3:3])[CH3:2])[CH2:13][CH:14]=[O:24])[CH:26]([CH3:28])[CH3:27], predict the reactants needed to synthesize it. (2) The reactants are: [NH:1]1[C:9]2[C:4](=[CH:5][CH:6]=[CH:7][CH:8]=2)[C:3](/[CH:10]=[CH:11]/[C:12]2[CH:17]=[CH:16][CH:15]=[CH:14][C:13]=2[NH:18][C:19](=[O:29])[C:20]2[CH:25]=[CH:24][C:23]([N+:26]([O-])=O)=[CH:22][CH:21]=2)=[N:2]1.[Cl-].[NH4+].C(O)C. Given the product [NH2:26][C:23]1[CH:22]=[CH:21][C:20]([C:19]([NH:18][C:13]2[CH:14]=[CH:15][CH:16]=[CH:17][C:12]=2/[CH:11]=[CH:10]/[C:3]2[C:4]3[C:9](=[CH:8][CH:7]=[CH:6][CH:5]=3)[NH:1][N:2]=2)=[O:29])=[CH:25][CH:24]=1, predict the reactants needed to synthesize it. (3) Given the product [O:28]1[C:33]2[CH:34]=[CH:35][C:36]([CH:38]([C:40]3[CH:45]=[C:44]([O:46][CH3:47])[CH:43]=[C:42]([O:48][CH3:49])[CH:41]=3)[OH:39])=[CH:37][C:32]=2[O:31][CH2:30]1, predict the reactants needed to synthesize it. The reactants are: BrC1C=C(OC)C=C(OC)C=1.O1C2C=CC(C=O)=CC=2OC1.C([Li])CCC.[O:28]1[C:33]2[CH:34]=[CH:35][C:36]([CH:38]([C:40]3[CH:45]=[C:44]([O:46][CH3:47])[CH:43]=[C:42]([O:48][CH3:49])[CH:41]=3)[OH:39])=[CH:37][C:32]=2[O:31][CH2:30]C1. (4) The reactants are: C([O:5][C:6]1[C:7]([CH2:12][N:13]2[CH2:18][CH2:17][C:16]([C:20](=[O:29])[CH2:21][C:22]3[CH:27]=[CH:26][CH:25]=[CH:24][C:23]=3[F:28])([CH3:19])[CH2:15][CH2:14]2)=[N:8][CH:9]=[CH:10][N:11]=1)(C)(C)C.C(=O)(O)[O-].[Na+].ClCCl. Given the product [F:28][C:23]1[CH:24]=[CH:25][CH:26]=[CH:27][C:22]=1[CH2:21][C:20]([C:16]1([CH3:19])[CH2:15][CH2:14][N:13]([CH2:12][C:7]2[C:6](=[O:5])[NH:11][CH:10]=[CH:9][N:8]=2)[CH2:18][CH2:17]1)=[O:29], predict the reactants needed to synthesize it. (5) The reactants are: Cl[CH2:2][CH2:3][CH2:4][CH2:5][CH2:6][N:7]1[C:15]2[C:10](=[CH:11][CH:12]=[CH:13][CH:14]=2)[C:9]2[CH2:16][CH2:17][S:18][C:19]3[CH:24]=[CH:23][CH:22]=[CH:21][C:20]=3[C:8]1=2.[NH:25]1[CH2:30][CH2:29][CH2:28][CH2:27][CH2:26]1. Given the product [N:25]1([CH2:2][CH2:3][CH2:4][CH2:5][CH2:6][N:7]2[C:15]3[C:10](=[CH:11][CH:12]=[CH:13][CH:14]=3)[C:9]3[CH2:16][CH2:17][S:18][C:19]4[CH:24]=[CH:23][CH:22]=[CH:21][C:20]=4[C:8]2=3)[CH2:30][CH2:29][CH2:28][CH2:27][CH2:26]1, predict the reactants needed to synthesize it.